Dataset: Catalyst prediction with 721,799 reactions and 888 catalyst types from USPTO. Task: Predict which catalyst facilitates the given reaction. Reactant: [CH:1]12[CH2:13][CH2:12][CH:8]([CH2:9][NH:10][CH2:11]1)[C:7]1[C:2]2=[CH:3][C:4]([NH:14][C:15]2[N:20]=[C:19]([NH:21][C:22]3[CH:31]=[CH:30][CH:29]=[CH:28][C:23]=3[C:24]([NH:26][CH3:27])=[O:25])[C:18]([Cl:32])=[CH:17][N:16]=2)=[CH:5][CH:6]=1.C(N(CC)CC)C.[CH3:40][S:41](Cl)(=[O:43])=[O:42]. Product: [Cl:32][C:18]1[C:19]([NH:21][C:22]2[CH:31]=[CH:30][CH:29]=[CH:28][C:23]=2[C:24]([NH:26][CH3:27])=[O:25])=[N:20][C:15]([NH:14][C:4]2[CH:3]=[C:2]3[C:7](=[CH:6][CH:5]=2)[CH:8]2[CH2:12][CH2:13][CH:1]3[CH2:11][N:10]([S:41]([CH3:40])(=[O:43])=[O:42])[CH2:9]2)=[N:16][CH:17]=1. The catalyst class is: 4.